Dataset: Reaction yield outcomes from USPTO patents with 853,638 reactions. Task: Predict the reaction yield, written as a fraction of the theoretical maximum amount of product (1.0 means a 100% yield; for example, 0.34 means a 34% yield). (1) The reactants are Br[C:2]1[CH:10]=[CH:9][C:5]([C:6]([OH:8])=[O:7])=[C:4]([O:11][C:12]([F:15])([F:14])[F:13])[CH:3]=1.[CH:16]([B-](F)(F)F)=[CH2:17].[K+].C(=O)([O-])[O-].[K+].[K+]. The catalyst is CS(C)=O.O. The product is [F:13][C:12]([F:15])([F:14])[O:11][C:4]1[CH:3]=[C:2]([CH:16]=[CH2:17])[CH:10]=[CH:9][C:5]=1[C:6]([OH:8])=[O:7]. The yield is 0.470. (2) The reactants are [CH:1]([N:4]1[CH2:9][CH2:8][CH:7]([O:10][C:11]2[CH:19]=[CH:18][C:17]3[N:16]4[C@H:20]([CH3:25])[CH2:21][NH:22][C:23](=[O:24])[C:15]4=[CH:14][C:13]=3[CH:12]=2)[CH2:6][CH2:5]1)([CH3:3])[CH3:2].[CH3:26]I.[H-].[Na+]. No catalyst specified. The product is [CH:1]([N:4]1[CH2:9][CH2:8][CH:7]([O:10][C:11]2[CH:19]=[CH:18][C:17]3[N:16]4[C@H:20]([CH3:25])[CH2:21][N:22]([CH3:26])[C:23](=[O:24])[C:15]4=[CH:14][C:13]=3[CH:12]=2)[CH2:6][CH2:5]1)([CH3:3])[CH3:2]. The yield is 0.190. (3) The reactants are Cl.[OH:2][C:3]1[CH:16]=[CH:15][C:6]([CH2:7][C@@:8]([NH2:14])([CH3:13])[C:9]([O:11][CH3:12])=[O:10])=[CH:5][CH:4]=1.CCN(C(C)C)C(C)C.[C:26](=O)([O:37][CH2:38][C:39]1[CH:44]=[CH:43][N:42]=[CH:41][CH:40]=1)[O:27]C1C=CC([N+]([O-])=O)=CC=1. The catalyst is CN(C=O)C.CN(C1C=CN=CC=1)C. The product is [CH3:12][O:11][C:9]([C@:8]([NH:14][C:26](=[O:27])[O:37][CH2:38][C:39]1[CH:44]=[CH:43][N:42]=[CH:41][CH:40]=1)([CH3:13])[CH2:7][C:6]1[CH:5]=[CH:4][C:3]([OH:2])=[CH:16][CH:15]=1)=[O:10]. The yield is 0.460. (4) The reactants are [CH3:1][C:2]([CH3:4])=[O:3].[F:5][C:6]1[C:13]([F:14])=[CH:12][CH:11]=[CH:10][C:7]=1[CH:8]=O.[OH-].[Na+]. The catalyst is [Cl-].C([N+](C)(C)C)CCCCCCCCCCCCCCC.[Cl-].[Na+].O. The product is [F:5][C:6]1[C:13]([F:14])=[CH:12][CH:11]=[CH:10][C:7]=1[CH:8]=[CH:1][C:2](=[O:3])[CH:4]=[CH:8][C:7]1[CH:10]=[CH:11][CH:12]=[C:13]([F:14])[C:6]=1[F:5]. The yield is 0.0400. (5) The reactants are [CH:1]1([C:4]2[CH:8]=[CH:7][S:6][C:5]=2[CH2:9][N:10]2[C:15]3[N:16]=[C:17]([S:20][CH3:21])[N:18]=[CH:19][C:14]=3[CH:13]=[CH:12][C:11]2=[O:22])[CH2:3][CH2:2]1.ClC1C=CC=C(C(OO)=[O:31])C=1. The catalyst is ClCCl. The product is [CH:1]1([C:4]2[CH:8]=[CH:7][S:6][C:5]=2[CH2:9][N:10]2[C:15]3[N:16]=[C:17]([S:20]([CH3:21])=[O:31])[N:18]=[CH:19][C:14]=3[CH:13]=[CH:12][C:11]2=[O:22])[CH2:2][CH2:3]1. The yield is 0.720. (6) The reactants are [CH3:1][N:2]1[C:6]([CH3:7])=[C:5]([C:8]2[CH:9]=[C:10]([O:15][CH2:16][CH:17]3[CH2:22][CH2:21][NH:20][CH2:19][CH2:18]3)[C:11]([NH2:14])=[N:12][CH:13]=2)[N:4]=[N:3]1.[Cl:23][C:24]1[N:29]=[C:28]([C:30]([O:32][CH3:33])=[O:31])[CH:27]=[C:26](Cl)[N:25]=1.CCN(C(C)C)C(C)C. The catalyst is C1COCC1.CO. The product is [NH2:14][C:11]1[C:10]([O:15][CH2:16][CH:17]2[CH2:22][CH2:21][N:20]([C:26]3[N:25]=[C:24]([Cl:23])[N:29]=[C:28]([C:30]([O:32][CH3:33])=[O:31])[CH:27]=3)[CH2:19][CH2:18]2)=[CH:9][C:8]([C:5]2[N:4]=[N:3][N:2]([CH3:1])[C:6]=2[CH3:7])=[CH:13][N:12]=1. The yield is 0.620. (7) The reactants are [CH3:1][O:2][C:3]1[C:8]2[CH2:9][CH2:10][CH2:11][CH:12]([N:14]3[CH2:19][CH2:18][O:17][CH2:16][CH2:15]3)[CH2:13][C:7]=2[C:6]([N+:20]([O-])=O)=[CH:5][CH:4]=1. The catalyst is C(O)C.[Pd]. The product is [CH3:1][O:2][C:3]1[C:8]2[CH2:9][CH2:10][CH2:11][CH:12]([N:14]3[CH2:15][CH2:16][O:17][CH2:18][CH2:19]3)[CH2:13][C:7]=2[C:6]([NH2:20])=[CH:5][CH:4]=1. The yield is 0.990. (8) The reactants are [CH3:1][CH:2]([N:4]1[C:12](/[CH:13]=[CH:14]/[C@H:15]([OH:24])[CH2:16][C@H:17]([OH:23])[CH2:18][C:19]([O:21]C)=[O:20])=[C:11]([C:25]2[CH:30]=[CH:29][C:28]([F:31])=[CH:27][CH:26]=2)[C:10]2[C:5]1=[CH:6][CH:7]=[CH:8][CH:9]=2)[CH3:3].[OH-].[Na+:33].C(#N)C. The catalyst is CO. The product is [CH3:3][CH:2]([N:4]1[C:12](/[CH:13]=[CH:14]/[CH:15]([OH:24])[CH2:16][CH:17]([OH:23])[CH2:18][C:19]([O-:21])=[O:20])=[C:11]([C:25]2[CH:26]=[CH:27][C:28]([F:31])=[CH:29][CH:30]=2)[C:10]2[CH:9]=[CH:8][CH:7]=[CH:6][C:5]1=2)[CH3:1].[Na+:33]. The yield is 0.607. (9) The reactants are F[C:2]1[CH:10]=[CH:9][C:5]([C:6](Cl)=[O:7])=[CH:4][CH:3]=1.Cl.[F:12][C:13]1[CH:18]=[CH:17][C:16]([C:19]2[N:23]=[C:22]([CH:24]3[CH2:29][CH2:28][CH2:27][NH:26][CH2:25]3)[O:21][N:20]=2)=[CH:15][CH:14]=1. The catalyst is C(Cl)Cl.CO. The product is [F:12][C:13]1[CH:18]=[CH:17][C:16]([C:19]2[N:23]=[C:22]([CH:24]3[CH2:29][CH2:28][CH2:27][N:26]([C:6]([C:5]4[CH:9]=[CH:10][CH:2]=[CH:3][CH:4]=4)=[O:7])[CH2:25]3)[O:21][N:20]=2)=[CH:15][CH:14]=1. The yield is 0.300. (10) The reactants are [O:1]=[C:2]1[NH:6][CH2:5][CH:4]([CH2:7][N:8]2[C:16]3[C:11](=[CH:12][CH:13]=[CH:14][CH:15]=3)[C:10]3([C:20]4=[CH:21][C:22]5[O:26][CH2:25][O:24][C:23]=5[CH:27]=[C:19]4[O:18][CH2:17]3)[C:9]2=[O:28])[O:3]1.[OH-].[Na+].S(OC)(O[CH3:35])(=O)=O. The catalyst is [Br-].C([N+](CCCC)(CCCC)CCCC)CCC.O1CCCC1. The product is [CH3:35][N:6]1[CH2:5][CH:4]([CH2:7][N:8]2[C:16]3[C:11](=[CH:12][CH:13]=[CH:14][CH:15]=3)[C:10]3([C:20]4=[CH:21][C:22]5[O:26][CH2:25][O:24][C:23]=5[CH:27]=[C:19]4[O:18][CH2:17]3)[C:9]2=[O:28])[O:3][C:2]1=[O:1]. The yield is 0.400.